From a dataset of Reaction yield outcomes from USPTO patents with 853,638 reactions. Predict the reaction yield, written as a fraction of the theoretical maximum amount of product (1.0 means a 100% yield; for example, 0.34 means a 34% yield). (1) The reactants are [C:1]([O:5][C:6]([N:8]1[CH2:11][CH:10]([C:12]2[CH:38]=[CH:37]C3C4C(CCOC=3C=2)=CN(C2N(C3C=CC(F)=CC=3F)N=CN=2)N=4)C1)=[O:7])([CH3:4])([CH3:3])[CH3:2].Br[C:40]1[CH:61]=[CH:60][C:43]2[C:44]3[N:48]([CH2:49][CH2:50][O:51][C:42]=2[CH:41]=1)[CH:47]=[C:46]([C:52]1[N:53]([CH:57]([CH3:59])[CH3:58])[N:54]=[CH:55][N:56]=1)[N:45]=3. No catalyst specified. The product is [C:1]([O:5][C:6]([N:8]1[CH2:11][CH2:10][CH:12]([C:40]2[CH:61]=[CH:60][C:43]3[C:44]4[N:48]([CH2:49][CH2:50][O:51][C:42]=3[CH:41]=2)[CH:47]=[C:46]([C:52]2[N:53]([CH:57]([CH3:59])[CH3:58])[N:54]=[CH:55][N:56]=2)[N:45]=4)[CH2:38][CH2:37]1)=[O:7])([CH3:2])([CH3:3])[CH3:4]. The yield is 0.310. (2) The reactants are [F:1][C:2]1[CH:3]=[C:4]([S:20]([NH2:23])(=[O:22])=[O:21])[CH:5]=[CH:6][C:7]=1[O:8][C@H:9]1[CH2:13][CH2:12][CH2:11][C@@H:10]1[C:14]1[N:18]([CH3:19])[N:17]=[CH:16][CH:15]=1.Br[C:25]1[S:26][CH:27]=[CH:28][N:29]=1.CN[C@@H]1CCCC[C@H]1NC.C(=O)([O-])[O-].[Cs+].[Cs+]. The catalyst is CN(C=O)C.[Cu](I)I. The product is [F:1][C:2]1[CH:3]=[C:4]([S:20]([NH:23][C:25]2[S:26][CH:27]=[CH:28][N:29]=2)(=[O:21])=[O:22])[CH:5]=[CH:6][C:7]=1[O:8][C@H:9]1[CH2:13][CH2:12][CH2:11][C@@H:10]1[C:14]1[N:18]([CH3:19])[N:17]=[CH:16][CH:15]=1. The yield is 0.860. (3) The reactants are [N:1]1[C:10]2[C:5](=[CH:6][CH:7]=[CH:8][CH:9]=2)[CH:4]=[C:3]([CH:11]=[CH:12][C:13]([O-])=[O:14])[CH:2]=1.[H-].C([Al+]CC(C)C)C(C)C. The catalyst is C(Cl)Cl. The product is [N:1]1[C:10]2[C:5](=[CH:6][CH:7]=[CH:8][CH:9]=2)[CH:4]=[C:3]([CH:11]=[CH:12][CH2:13][OH:14])[CH:2]=1. The yield is 0.620.